This data is from Full USPTO retrosynthesis dataset with 1.9M reactions from patents (1976-2016). The task is: Predict the reactants needed to synthesize the given product. (1) Given the product [Cl:26][C:21]1[CH:20]=[C:19]([C:13]2([C:15]([F:17])([F:16])[F:18])[O:12][N:11]=[C:10]([C:7]3[CH:8]=[CH:9][C:4]([C:3]([OH:33])=[O:2])=[C:5]([C:27]4[CH:32]=[CH:31][CH:30]=[CH:29][CH:28]=4)[CH:6]=3)[CH2:14]2)[CH:24]=[C:23]([Cl:25])[CH:22]=1, predict the reactants needed to synthesize it. The reactants are: C[O:2][C:3](=[O:33])[C:4]1[CH:9]=[CH:8][C:7]([C:10]2[CH2:14][C:13]([C:19]3[CH:24]=[C:23]([Cl:25])[CH:22]=[C:21]([Cl:26])[CH:20]=3)([C:15]([F:18])([F:17])[F:16])[O:12][N:11]=2)=[CH:6][C:5]=1[C:27]1[CH:32]=[CH:31][CH:30]=[CH:29][CH:28]=1.[OH-].[Na+]. (2) Given the product [NH2:1][C:2]1[C:3]([CH3:25])=[CH:4][C:5]([CH2:9][C@@H:10]([C:15]([O:17][CH2:18][C:19]2[CH:20]=[CH:21][CH:22]=[CH:23][CH:24]=2)=[O:16])[C:11]([O:13][CH3:14])=[O:12])=[CH:6][C:7]=1[CH3:8], predict the reactants needed to synthesize it. The reactants are: [NH2:1][C:2]1[C:7]([CH3:8])=[CH:6][C:5](/[CH:9]=[C:10](\[C:15]([O:17][CH2:18][C:19]2[CH:24]=[CH:23][CH:22]=[CH:21][CH:20]=2)=[O:16])/[C:11]([O:13][CH3:14])=[O:12])=[CH:4][C:3]=1[CH3:25].C(Cl)Cl. (3) Given the product [CH2:20]([O:22][C:23]1[CH:29]=[CH:28][CH:27]=[CH:26][C:24]=1[NH:25][C:3]1[S:4]/[C:5](=[CH:9]\[C:10]2[CH:11]=[C:12]3[C:17](=[CH:18][CH:19]=2)[N:16]=[CH:15][N:14]=[CH:13]3)/[C:6](=[O:8])[N:7]=1)[CH3:21], predict the reactants needed to synthesize it. The reactants are: CS[C:3]1[S:4][C:5](=[CH:9][C:10]2[CH:11]=[C:12]3[C:17](=[CH:18][CH:19]=2)[N:16]=[CH:15][N:14]=[CH:13]3)[C:6](=[O:8])[N:7]=1.[CH2:20]([O:22][C:23]1[CH:29]=[CH:28][CH:27]=[CH:26][C:24]=1[NH2:25])[CH3:21].CCN(C(C)C)C(C)C. (4) Given the product [ClH:1].[NH2:33][CH2:32][C:31]1[CH:46]=[CH:47][C:28]([N:21]2[C:22]3[C:27](=[CH:26][CH:25]=[CH:24][CH:23]=3)[C:19]([Cl:18])=[C:20]2[C:48]2[N:15]([CH3:11])[C:14](=[O:13])[O:17][N:52]=2)=[CH:29][CH:30]=1, predict the reactants needed to synthesize it. The reactants are: [Cl:1]C1C2C(=CC=CC=2)NC=1[C:11]1[N:15](C)[C:14](=[O:17])[O:13]N=1.[Cl:18][C:19]1[C:27]2[C:22](=[CH:23][CH:24]=[CH:25][CH:26]=2)[N:21]([C:28]2[CH:47]=[CH:46][C:31]([CH2:32][NH:33]C(C3(NC(=O)C(F)(F)F)CC3)=O)=[CH:30][CH:29]=2)[C:20]=1[C:48]1N=NN(C)[N:52]=1.